From a dataset of Peptide-MHC class I binding affinity with 185,985 pairs from IEDB/IMGT. Regression. Given a peptide amino acid sequence and an MHC pseudo amino acid sequence, predict their binding affinity value. This is MHC class I binding data. (1) The MHC is HLA-A26:01 with pseudo-sequence HLA-A26:01. The binding affinity (normalized) is 0.0847. The peptide sequence is RAIMTTWTV. (2) The MHC is HLA-A26:03 with pseudo-sequence HLA-A26:03. The peptide sequence is VFSPFGYSF. The binding affinity (normalized) is 0.0847.